This data is from Choline transporter screen with 302,306 compounds. The task is: Binary Classification. Given a drug SMILES string, predict its activity (active/inactive) in a high-throughput screening assay against a specified biological target. The molecule is Fc1c(CC(OCC(=O)NNC(=O)c2ccc([N+]([O-])=O)cc2)=O)cccc1. The result is 0 (inactive).